Dataset: Catalyst prediction with 721,799 reactions and 888 catalyst types from USPTO. Task: Predict which catalyst facilitates the given reaction. Reactant: [NH:1]1[CH:5]=[N:4][C:3]([NH2:6])=[N:2]1.[O:7]1[C:11]2([CH2:16][CH2:15][C:14](=O)[CH2:13][CH2:12]2)[CH2:10][CH2:9][CH2:8]1.C([BH3-])#N.[Na+].O. Product: [O:7]1[C:11]2([CH2:16][CH2:15][CH:14]([NH:6][C:3]3[NH:4][CH:5]=[N:1][N:2]=3)[CH2:13][CH2:12]2)[CH2:10][CH2:9][CH2:8]1. The catalyst class is: 15.